From a dataset of Forward reaction prediction with 1.9M reactions from USPTO patents (1976-2016). Predict the product of the given reaction. (1) Given the reactants [CH3:1][C:2]([O:5][C:6]([N:8]1[C@H:17]([C:18]([OH:20])=O)[CH2:16][C:15]2[C:10](=[CH:11][CH:12]=[CH:13][CH:14]=2)[CH2:9]1)=[O:7])([CH3:4])[CH3:3].[NH2:21][CH:22]1[CH2:27][CH2:26][N:25]([CH2:28][C:29]2[CH:34]=[CH:33][CH:32]=[CH:31][CH:30]=2)[CH2:24][CH2:23]1, predict the reaction product. The product is: [C:2]([O:5][C:6]([N:8]1[C@H:17]([C:18](=[O:20])[NH:21][CH:22]2[CH2:27][CH2:26][N:25]([CH2:28][C:29]3[CH:34]=[CH:33][CH:32]=[CH:31][CH:30]=3)[CH2:24][CH2:23]2)[CH2:16][C:15]2[C:10](=[CH:11][CH:12]=[CH:13][CH:14]=2)[CH2:9]1)=[O:7])([CH3:4])([CH3:3])[CH3:1]. (2) Given the reactants [NH2:1][C:2]1[C:11]2[N:12]=[C:13]([CH2:39][CH2:40][O:41][CH3:42])[N:14]([CH2:15][CH2:16][CH2:17][N:18]([CH2:27][C:28]3[CH:29]=[C:30]([CH:36]=[CH:37][CH:38]=3)[O:31][CH2:32][C:33]([OH:35])=[O:34])[C:19](=[O:26])[CH2:20][N:21]([CH2:24][CH3:25])[CH2:22][CH3:23])[C:10]=2[C:9]2[CH:8]=[CH:7][CH:6]=[CH:5][C:4]=2[N:3]=1, predict the reaction product. The product is: [NH2:1][C:2]1[C:11]2[N:12]=[C:13]([CH2:39][CH2:40][O:41][CH3:42])[N:14]([CH2:15][CH2:16][CH2:17][N:18]([CH2:27][C:28]3[CH:29]=[C:30]([CH:36]=[CH:37][CH:38]=3)[O:31][CH2:32][C:33]([O:35][CH2:4][CH:9]([CH3:10])[CH3:8])=[O:34])[C:19](=[O:26])[CH2:20][N:21]([CH2:24][CH3:25])[CH2:22][CH3:23])[C:10]=2[C:9]2[CH:8]=[CH:7][CH:6]=[CH:5][C:4]=2[N:3]=1.